Dataset: Peptide-MHC class II binding affinity with 134,281 pairs from IEDB. Task: Regression. Given a peptide amino acid sequence and an MHC pseudo amino acid sequence, predict their binding affinity value. This is MHC class II binding data. (1) The peptide sequence is ALKSPAAMKALEGAA. The MHC is H-2-IAd with pseudo-sequence H-2-IAd. The binding affinity (normalized) is 0.584. (2) The peptide sequence is GVLAGLAFQEMENFL. The MHC is DRB1_0701 with pseudo-sequence DRB1_0701. The binding affinity (normalized) is 0.412.